From a dataset of Catalyst prediction with 721,799 reactions and 888 catalyst types from USPTO. Predict which catalyst facilitates the given reaction. (1) Reactant: [F:1][C:2]1[CH:3]=[C:4]([CH:6]=[C:7]([F:9])[CH:8]=1)[NH2:5].C([Li])CCC.C[Si](Cl)(C)C.[S:20]1[CH2:25][CH2:24][C:23](=[O:26])[CH2:22][CH2:21]1.Cl. Product: [NH2:5][C:4]1[CH:3]=[C:2]([F:1])[C:8]([C:23]2([OH:26])[CH2:24][CH2:25][S:20][CH2:21][CH2:22]2)=[C:7]([F:9])[CH:6]=1. The catalyst class is: 305. (2) Reactant: [NH2:1][C:2]1[CH:3]=[C:4]([CH:7]=[CH:8][C:9]=1[NH2:10])[C:5]#[N:6].[C:11]([O:15][C:16]([N:18]1[CH2:23][CH2:22][CH:21]([O:24][C:25]2[CH:35]=[CH:34][C:28]([O:29][CH2:30][C:31](O)=[O:32])=[CH:27][CH:26]=2)[CH2:20][CH2:19]1)=[O:17])([CH3:14])([CH3:13])[CH3:12]. Product: [C:11]([O:15][C:16]([N:18]1[CH2:19][CH2:20][CH:21]([O:24][C:25]2[CH:35]=[CH:34][C:28]([O:29][CH2:30][C:31](=[O:32])[NH:1][C:2]3[CH:3]=[C:4]([C:5]#[N:6])[CH:7]=[CH:8][C:9]=3[NH2:10])=[CH:27][CH:26]=2)[CH2:22][CH2:23]1)=[O:17])([CH3:14])([CH3:13])[CH3:12]. The catalyst class is: 7. (3) Reactant: C([N:14]1[CH2:17][C:16]([C:19]([OH:22])([CH3:21])[CH3:20])([OH:18])[CH2:15]1)(C1C=CC=CC=1)C1C=CC=CC=1.[Cl:23][C:24]1[C:29]([Cl:30])=[C:28]([C:31]([OH:40])([C:36]([F:39])([F:38])[F:37])[C:32]([F:35])([F:34])[F:33])[CH:27]=[CH:26][C:25]=1[C:41]1[S:45][C:44]([C:46](OCC)=[O:47])=[N:43][C:42]=1[C:51](=[O:57])[N:52]([CH2:55][CH3:56])[CH2:53][CH3:54].ClC1C(Cl)=C(C(O)(C(F)(F)F)C(F)(F)F)C=CC=1C1SC(C([O-])=O)=NC=1C(=O)N(CC)CC.[Li+].C([O-])([O-])=O.[K+].[K+]. Product: [Cl:23][C:24]1[C:29]([Cl:30])=[C:28]([C:31]([OH:40])([C:36]([F:37])([F:38])[F:39])[C:32]([F:34])([F:33])[F:35])[CH:27]=[CH:26][C:25]=1[C:41]1[S:45][C:44]([C:46]([N:14]2[CH2:17][C:16]([OH:18])([C:19]([OH:22])([CH3:21])[CH3:20])[CH2:15]2)=[O:47])=[N:43][C:42]=1[C:51]([N:52]([CH2:55][CH3:56])[CH2:53][CH3:54])=[O:57]. The catalyst class is: 24. (4) Reactant: C([N:4]1[C:12]2[C:7](=[CH:8][CH:9]=[CH:10][CH:11]=2)[C:6](=[C:13](OCC)[C:14]2[CH:19]=[CH:18][CH:17]=[CH:16][CH:15]=2)[C:5]1=[O:23])(=O)C.[CH3:24][O:25][C:26]1[CH:32]=[CH:31][CH:30]=[CH:29][C:27]=1[NH2:28].[OH-].[Na+]. Product: [CH3:24][O:25][C:26]1[CH:32]=[CH:31][CH:30]=[CH:29][C:27]=1[NH:28]/[C:13](=[C:6]1\[C:5](=[O:23])[NH:4][C:12]2[C:7]\1=[CH:8][CH:9]=[CH:10][CH:11]=2)/[C:14]1[CH:15]=[CH:16][CH:17]=[CH:18][CH:19]=1. The catalyst class is: 121. (5) Reactant: [C:1]([O:5][C:6]([N:8]([CH2:12][CH2:13][OH:14])[CH2:9][CH2:10][OH:11])=[O:7])([CH3:4])([CH3:3])[CH3:2].F[C:16]1[CH:21]=[CH:20][C:19]([N+:22]([O-:24])=[O:23])=[CH:18][CH:17]=1.C(=O)([O-])[O-].[K+].[K+].[OH2:31]. Product: [C:1]([O:5][C:6]([N:8]([CH2:9][CH2:10][O:11][C:16]1[CH:21]=[CH:20][C:19]([N+:22]([O-:23])=[O:31])=[CH:18][CH:17]=1)[CH2:12][CH2:13][O:14][C:16]1[CH:21]=[CH:20][C:19]([N+:22]([O-:24])=[O:23])=[CH:18][CH:17]=1)=[O:7])([CH3:4])([CH3:3])[CH3:2]. The catalyst class is: 37. (6) Reactant: C1N=CN([C:6](N2C=NC=C2)=[S:7])C=1.[OH:13][CH2:14][C:15]([NH:18][C:19]1[S:20][CH:21]=[C:22]([C:24]2[CH:31]=[CH:30][C:27]([C:28]#[N:29])=[CH:26][CH:25]=2)[N:23]=1)([CH3:17])[CH3:16]. Product: [CH3:16][C:15]1([CH3:17])[CH2:14][O:13][C:6](=[S:7])[N:18]1[C:19]1[S:20][CH:21]=[C:22]([C:24]2[CH:25]=[CH:26][C:27]([C:28]#[N:29])=[CH:30][CH:31]=2)[N:23]=1. The catalyst class is: 7. (7) Reactant: Br[C:2]1[CH:11]=[C:10]([C:12]([O:14][CH3:15])=[O:13])[C:9](Br)=[CH:8][C:3]=1[C:4]([O:6][CH3:7])=[O:5].[Br-].[S:18]1[CH:22]=[CH:21][CH:20]=[C:19]1[Zn+].O. Product: [CH3:7][O:6][C:4](=[O:5])[C:3]1[CH:8]=[C:9]([C:19]2[S:18][CH:22]=[CH:21][CH:20]=2)[C:10]([C:12]([O:14][CH3:15])=[O:13])=[CH:11][C:2]=1[C:19]1[S:18][CH:22]=[CH:21][CH:20]=1. The catalyst class is: 176. (8) Reactant: Cl[C:2]1[C:11]2[C:6](=[CH:7][C:8]([F:13])=[CH:9][C:10]=2[F:12])[N:5]=[C:4]([C:14]2[C:23]3[C:18](=[CH:19][CH:20]=[CH:21][CH:22]=3)[CH:17]=[CH:16][CH:15]=2)[C:3]=1[CH3:24].[CH3:25][C:26]1([CH3:41])[C:30]2=[N:31][CH:32]=[C:33]([N:35]3[CH2:40][CH2:39][O:38][CH2:37][CH2:36]3)[CH:34]=[C:29]2[NH:28][CH2:27]1.C1(P(C2CCCCC2)C2C=CC=CC=2C2C(C(C)C)=CC(C(C)C)=CC=2C(C)C)CCCCC1.CC(C)([O-])C.[Na+]. Product: [CH3:25][C:26]1([CH3:41])[C:30]2=[N:31][CH:32]=[C:33]([N:35]3[CH2:40][CH2:39][O:38][CH2:37][CH2:36]3)[CH:34]=[C:29]2[N:28]([C:2]2[C:11]3[C:6](=[CH:7][C:8]([F:13])=[CH:9][C:10]=3[F:12])[N:5]=[C:4]([C:14]3[C:23]4[C:18](=[CH:19][CH:20]=[CH:21][CH:22]=4)[CH:17]=[CH:16][CH:15]=3)[C:3]=2[CH3:24])[CH2:27]1. The catalyst class is: 187. (9) Reactant: [NH:1]1[CH2:6][CH2:5][NH:4][CH2:3][CH2:2]1.Cl[C:8]1[N:13]=[C:12]([N:14]([CH2:17][CH3:18])[CH2:15][CH3:16])[CH:11]=[CH:10][N:9]=1. Product: [CH2:17]([N:14]([CH2:15][CH3:16])[C:12]1[CH:11]=[CH:10][N:9]=[C:8]([N:1]2[CH2:6][CH2:5][NH:4][CH2:3][CH2:2]2)[N:13]=1)[CH3:18]. The catalyst class is: 8. (10) Reactant: CN(C(O[N:9]1[N:17]=NC2C=CC=CC1=2)=[N+](C)C)C.[B-](F)(F)(F)F.[OH:23][C:24]([CH3:51])([CH3:50])[CH2:25][C@@:26]1([C:44]2[CH:49]=[CH:48][CH:47]=[CH:46][CH:45]=2)[O:31][C:30](=[O:32])[N:29]([C@H:33]([C:35]2[CH:43]=[CH:42][C:38]([C:39](O)=[O:40])=[CH:37][CH:36]=2)[CH3:34])[CH2:28][CH2:27]1.C(N(C(C)C)C(C)C)C.O.NN. Product: [OH:23][C:24]([CH3:51])([CH3:50])[CH2:25][C@@:26]1([C:44]2[CH:49]=[CH:48][CH:47]=[CH:46][CH:45]=2)[O:31][C:30](=[O:32])[N:29]([C@H:33]([C:35]2[CH:43]=[CH:42][C:38]([C:39]([NH:9][NH2:17])=[O:40])=[CH:37][CH:36]=2)[CH3:34])[CH2:28][CH2:27]1. The catalyst class is: 35.